From a dataset of Forward reaction prediction with 1.9M reactions from USPTO patents (1976-2016). Predict the product of the given reaction. (1) Given the reactants C1(C2CC(O)C3C(=CC=C(O)C=3)O2)C=CC=CC=1.[OH:19][C:20]1[CH:21]=[C:22]2[C:27](=[CH:28][CH:29]=1)[O:26][CH:25]([C:30]1[CH:35]=[CH:34][C:33]([N+:36]([O-:38])=[O:37])=[CH:32][CH:31]=1)[CH2:24][C:23]2=[O:39], predict the reaction product. The product is: [N+:36]([C:33]1[CH:34]=[CH:35][C:30]([CH:25]2[CH2:24][CH:23]([OH:39])[C:22]3[C:27](=[CH:28][CH:29]=[C:20]([OH:19])[CH:21]=3)[O:26]2)=[CH:31][CH:32]=1)([O-:38])=[O:37]. (2) The product is: [CH:39]1([CH2:38][NH:37][S:34]([C:30]2[CH:29]=[C:28]([NH:27][C:12]([C:11]3[CH:10]=[N:9][N:8]4[C:3]([C:2]([F:26])([F:25])[F:1])=[CH:4][C:5]([C:15]5[CH:20]=[CH:19][C:18]([C:21]([F:24])([F:22])[F:23])=[CH:17][CH:16]=5)=[N:6][C:7]=34)=[O:13])[CH:33]=[CH:32][CH:31]=2)(=[O:36])=[O:35])[CH2:40][CH2:41]1. Given the reactants [F:1][C:2]([F:26])([F:25])[C:3]1[N:8]2[N:9]=[CH:10][C:11]([C:12](O)=[O:13])=[C:7]2[N:6]=[C:5]([C:15]2[CH:20]=[CH:19][C:18]([C:21]([F:24])([F:23])[F:22])=[CH:17][CH:16]=2)[CH:4]=1.[NH2:27][C:28]1[CH:29]=[C:30]([S:34]([NH:37][CH2:38][CH:39]2[CH2:41][CH2:40]2)(=[O:36])=[O:35])[CH:31]=[CH:32][CH:33]=1, predict the reaction product. (3) Given the reactants Cl[C:2]1[C:3](=[O:12])[N:4]([CH:9]2[CH2:11][CH2:10]2)[N:5]=[CH:6][C:7]=1[Cl:8].[CH3:13][O-:14].[Na+], predict the reaction product. The product is: [Cl:8][C:7]1[CH:6]=[N:5][N:4]([CH:9]2[CH2:11][CH2:10]2)[C:3](=[O:12])[C:2]=1[O:14][CH3:13]. (4) Given the reactants [F:1][C:2]([F:17])([F:16])[O:3][C:4]1[CH:15]=[CH:14][C:7]([CH:8]=[C:9]([C:12]#[N:13])[C:10]#[N:11])=[CH:6][CH:5]=1.[CH:18]([Mg]Br)=[CH2:19], predict the reaction product. The product is: [F:1][C:2]([F:16])([F:17])[O:3][C:4]1[CH:5]=[CH:6][C:7]([CH:8]([CH:9]([C:12]#[N:13])[C:10]#[N:11])[CH:18]=[CH2:19])=[CH:14][CH:15]=1. (5) Given the reactants [CH3:1][C:2]1[CH:7]=[CH:6][C:5]([C:8]([CH3:10])=[O:9])=[CH:4][CH:3]=1.C1(C)C=CC(S(O)(=O)=O)=CC=1.[CH2:22](O)[CH2:23][OH:24], predict the reaction product. The product is: [CH3:10][C:8]1([C:5]2[CH:6]=[CH:7][C:2]([CH3:1])=[CH:3][CH:4]=2)[O:24][CH2:23][CH2:22][O:9]1. (6) Given the reactants [C:1]([NH:4][C:5](=S)[NH:6][C:7]1[N:12]=[C:11]2[N:13]([CH2:25][CH3:26])[C:14]([C:16]([N:18]([CH:22]3[CH2:24][CH2:23]3)[CH:19]3[CH2:21][CH2:20]3)=[O:17])=[CH:15][C:10]2=[C:9]2[N:27]([CH3:30])[CH:28]=[N:29][C:8]=12)(=O)[CH3:2].[CH3:32][NH:33][NH2:34], predict the reaction product. The product is: [CH:19]1([N:18]([CH:22]2[CH2:23][CH2:24]2)[C:16]([C:14]2[N:13]([CH2:25][CH3:26])[C:11]3=[N:12][C:7]([NH:6][C:5]4[N:4]=[C:1]([CH3:2])[N:33]([CH3:32])[N:34]=4)=[C:8]4[N:29]=[CH:28][N:27]([CH3:30])[C:9]4=[C:10]3[CH:15]=2)=[O:17])[CH2:20][CH2:21]1. (7) Given the reactants [Cl:1][C:2]1[N:3]=[C:4](Cl)[C:5]2[CH2:10][CH2:9][CH2:8][C:6]=2[N:7]=1.CCN(C(C)C)C(C)C.[CH3:21][N:22]1[CH:26]=[C:25]([NH2:27])[N:24]=[CH:23]1.CN1C=C([N+]([O-])=O)N=C1, predict the reaction product. The product is: [Cl:1][C:2]1[N:3]=[C:4]([NH:27][C:25]2[N:24]=[CH:23][N:22]([CH3:21])[CH:26]=2)[C:5]2[CH2:10][CH2:9][CH2:8][C:6]=2[N:7]=1.